Dataset: Choline transporter screen with 302,306 compounds. Task: Binary Classification. Given a drug SMILES string, predict its activity (active/inactive) in a high-throughput screening assay against a specified biological target. (1) The compound is Clc1c(CNC(=O)CSc2n(N)c(=O)c(nn2)C)cccc1. The result is 0 (inactive). (2) The drug is S(c1ccc(C(C)C)cc1)Cc1noc(c1C(O)=O)C(=O)NCCOC. The result is 0 (inactive). (3) The molecule is o1c2c(n(CCC(=O)Nc3ccc(cc3)C(O)=O)c1=O)cccc2. The result is 0 (inactive). (4) The result is 0 (inactive). The molecule is S1(=O)(=O)Cc2c(nn(C(C)(C)C)c2NC(=O)c2cc(cc(c2)C)C)C1. (5) The compound is Clc1c(C(=O)Nc2cc3c([nH]nc3)cc2)cccc1. The result is 0 (inactive). (6) The molecule is o1c2c(c3CCCc3c1=O)ccc(OCC(=O)NCc1ccncc1)c2. The result is 0 (inactive).